This data is from NCI-60 drug combinations with 297,098 pairs across 59 cell lines. The task is: Regression. Given two drug SMILES strings and cell line genomic features, predict the synergy score measuring deviation from expected non-interaction effect. (1) Drug 1: C1C(C(OC1N2C=NC3=C(N=C(N=C32)Cl)N)CO)O. Drug 2: CC1C(C(CC(O1)OC2CC(CC3=C2C(=C4C(=C3O)C(=O)C5=CC=CC=C5C4=O)O)(C(=O)C)O)N)O. Cell line: NCI-H226. Synergy scores: CSS=47.6, Synergy_ZIP=2.55, Synergy_Bliss=5.28, Synergy_Loewe=-28.7, Synergy_HSA=4.98. (2) Drug 1: CCN(CC)CCNC(=O)C1=C(NC(=C1C)C=C2C3=C(C=CC(=C3)F)NC2=O)C. Drug 2: CCC1(C2=C(COC1=O)C(=O)N3CC4=CC5=C(C=CC(=C5CN(C)C)O)N=C4C3=C2)O.Cl. Cell line: SN12C. Synergy scores: CSS=29.1, Synergy_ZIP=2.22, Synergy_Bliss=3.63, Synergy_Loewe=-38.1, Synergy_HSA=-3.10.